This data is from Catalyst prediction with 721,799 reactions and 888 catalyst types from USPTO. The task is: Predict which catalyst facilitates the given reaction. (1) Reactant: [OH:1][C:2]1([C:5]([O:7][CH2:8][CH3:9])=[O:6])[CH2:4][CH2:3]1.CC1C=CC(S(O)(=O)=O)=CC=1.[CH2:21]1[CH2:26][O:25][CH:24]=[CH:23][CH2:22]1. Product: [O:25]1[CH2:26][CH2:21][CH2:22][CH2:23][CH:24]1[O:1][C:2]1([C:5]([O:7][CH2:8][CH3:9])=[O:6])[CH2:4][CH2:3]1. The catalyst class is: 2. (2) Reactant: [NH2:1][C:2]1[CH:3]=[CH:4][C:5]([CH3:25])=[C:6]([N:8]2[CH2:24][CH2:23][C:11]3[N:12]=[C:13]([NH:16][C:17]4[CH:18]=[N:19][CH:20]=[N:21][CH:22]=4)[N:14]=[CH:15][C:10]=3[CH2:9]2)[CH:7]=1.[F:26][C:27]([F:38])([F:37])[C:28]1[CH:29]=[C:30]([CH:34]=[CH:35][CH:36]=1)[C:31](O)=[O:32].CCN(C(C)C)C(C)C.CN(C(ON1N=NC2C=CC=NC1=2)=[N+](C)C)C.F[P-](F)(F)(F)(F)F. Product: [CH3:25][C:5]1[CH:4]=[CH:3][C:2]([NH:1][C:31](=[O:32])[C:30]2[CH:34]=[CH:35][CH:36]=[C:28]([C:27]([F:26])([F:37])[F:38])[CH:29]=2)=[CH:7][C:6]=1[N:8]1[CH2:24][CH2:23][C:11]2[N:12]=[C:13]([NH:16][C:17]3[CH:18]=[N:19][CH:20]=[N:21][CH:22]=3)[N:14]=[CH:15][C:10]=2[CH2:9]1. The catalyst class is: 39. (3) Reactant: [NH2:1][C:2]1[N:3]=[C:4](N)[C:5]2[N:11]=[C:10]([Cl:12])[CH:9]=[CH:8][C:6]=2[N:7]=1.[OH-:14].[Na+]. Product: [NH2:1][C:2]1[NH:3][C:4](=[O:14])[C:5]2[N:11]=[C:10]([Cl:12])[CH:9]=[CH:8][C:6]=2[N:7]=1. The catalyst class is: 33. (4) Reactant: C(=O)([O-])[O-].[Na+].[Na+].[Br:7][C:8]1[CH:9]=[C:10]2[C:15](=[CH:16][CH:17]=1)[CH2:14][N:13](C(=O)C(F)(F)F)[CH2:12][CH2:11]2.[Br:24][C:25]1[CH:26]=[CH:27][CH:28]=[C:29]2[C:34]=1[CH2:33][N:32](C(=O)C(F)(F)F)[CH2:31][CH2:30]2. Product: [Br:24][C:25]1[CH:26]=[CH:27][CH:28]=[C:29]2[C:34]=1[CH2:33][NH:32][CH2:31][CH2:30]2.[Br:7][C:8]1[CH:9]=[C:10]2[C:15](=[CH:16][CH:17]=1)[CH2:14][NH:13][CH2:12][CH2:11]2. The catalyst class is: 5.